From a dataset of Peptide-MHC class I binding affinity with 185,985 pairs from IEDB/IMGT. Regression. Given a peptide amino acid sequence and an MHC pseudo amino acid sequence, predict their binding affinity value. This is MHC class I binding data. (1) The peptide sequence is YMYDFILRF. The MHC is BoLA-D18.4 with pseudo-sequence BoLA-D18.4. The binding affinity (normalized) is 0.476. (2) The peptide sequence is YLISIFLHL. The MHC is HLA-A69:01 with pseudo-sequence HLA-A69:01. The binding affinity (normalized) is 0.382. (3) The peptide sequence is ISTNIRQAGVQYSR. The MHC is HLA-A02:01 with pseudo-sequence HLA-A02:01. The binding affinity (normalized) is 0. (4) The MHC is H-2-Kb with pseudo-sequence H-2-Kb. The binding affinity (normalized) is 0.226. The peptide sequence is LSLINRVPI. (5) The peptide sequence is FRDEAGAIL. The MHC is HLA-B18:01 with pseudo-sequence HLA-B18:01. The binding affinity (normalized) is 0.0847. (6) The peptide sequence is SSFNNGTLI. The MHC is H-2-Kb with pseudo-sequence H-2-Kb. The binding affinity (normalized) is 0.348. (7) The peptide sequence is PTDPNPQEVV. The MHC is H-2-Db with pseudo-sequence H-2-Db. The binding affinity (normalized) is 0.